The task is: Predict which catalyst facilitates the given reaction.. This data is from Catalyst prediction with 721,799 reactions and 888 catalyst types from USPTO. (1) Reactant: [CH2:1]([O:3][C:4](=[O:23])[NH:5][C:6]1[CH:11]=[CH:10][CH:9]=[C:8]([CH2:12][N:13]2[C:18](=[O:19])[CH:17]=[CH:16][C:15]([C:20](=[S:22])[NH2:21])=[N:14]2)[CH:7]=1)[CH3:2].[CH2:24]1[CH2:28][N:27]([C:29]2[CH:34]=[CH:33][C:32]([C:35]([CH2:37]Br)=O)=[CH:31][CH:30]=2)[CH2:26][CH2:25]1. Product: [CH2:1]([O:3][C:4](=[O:23])[NH:5][C:6]1[CH:11]=[CH:10][CH:9]=[C:8]([CH2:12][N:13]2[C:18](=[O:19])[CH:17]=[CH:16][C:15]([C:20]3[S:22][CH:37]=[C:35]([C:32]4[CH:33]=[CH:34][C:29]([N:27]5[CH2:28][CH2:24][CH2:25][CH2:26]5)=[CH:30][CH:31]=4)[N:21]=3)=[N:14]2)[CH:7]=1)[CH3:2]. The catalyst class is: 14. (2) Reactant: C(O[C:6](=O)[N:7]([CH2:9][C:10]1[CH:14]=[C:13]([N:15]([C:22](=[O:24])[CH3:23])[C:16]2[CH:21]=[CH:20][CH:19]=[CH:18][CH:17]=2)[N:12]([C:25]2[CH:30]=[CH:29][CH:28]=[CH:27][CH:26]=2)[N:11]=1)C)(C)(C)C.C(OCC)(=O)C.Cl. Product: [CH3:6][NH:7][CH2:9][C:10]1[CH:14]=[C:13]([N:15]([C:16]2[CH:17]=[CH:18][CH:19]=[CH:20][CH:21]=2)[C:22](=[O:24])[CH3:23])[N:12]([C:25]2[CH:30]=[CH:29][CH:28]=[CH:27][CH:26]=2)[N:11]=1. The catalyst class is: 336. (3) Product: [N:1]1([C:6]2[CH:7]=[C:8]([C:12]([C:17]3[NH:25][C:20]4=[N:21][CH:22]=[CH:23][CH:24]=[C:19]4[CH:18]=3)=[CH:13][CH:14]([CH3:16])[CH3:15])[CH:9]=[CH:10][CH:11]=2)[CH:5]=[CH:4][CH:3]=[N:2]1. Reactant: [N:1]1([C:6]2[CH:7]=[C:8]([C:12]([C:17]3[N:25](S(C4C=CC=CC=4)(=O)=O)[C:20]4=[N:21][CH:22]=[CH:23][CH:24]=[C:19]4[CH:18]=3)=[CH:13][CH:14]([CH3:16])[CH3:15])[CH:9]=[CH:10][CH:11]=2)[CH:5]=[CH:4][CH:3]=[N:2]1.[OH-].[Na+]. The catalyst class is: 199. (4) Reactant: Cl.[OH:2][CH2:3][CH2:4][O:5][NH:6][C:7]([C:9]1[C:10]([NH:24][C:25]2[CH:30]=[CH:29][C:28]([Br:31])=[CH:27][C:26]=2[F:32])=[CH:11][C:12](=[O:23])[N:13]2[C:17]=1[CH:16]1[O:18]C(C)(C)[O:20][CH:15]1[CH2:14]2)=[O:8]. Product: [OH:2][CH2:3][CH2:4][O:5][NH:6][C:7]([C:9]1[C:10]([NH:24][C:25]2[CH:30]=[CH:29][C:28]([Br:31])=[CH:27][C:26]=2[F:32])=[CH:11][C:12](=[O:23])[N:13]2[C:17]=1[CH:16]([OH:18])[CH:15]([OH:20])[CH2:14]2)=[O:8]. The catalyst class is: 5. (5) Reactant: C(Cl)(=O)[C:2](Cl)=[O:3].CN(C=O)C.[CH2:12]([O:14][C:15](=[O:19])[CH:16]=[N+:17]=[N-:18])[CH3:13]. Product: [CH2:12]([O:14][C:15](=[O:19])[C:16](=[N+:17]=[N-:18])[CH:2]=[O:3])[CH3:13]. The catalyst class is: 22. (6) Reactant: [Cl:1][C:2]1[CH:10]=[CH:9][CH:8]=[C:7]2[C:3]=1[C:4]([C:11]([NH:13][CH2:14][CH:15]1[CH2:20][CH2:19][C:18]([F:22])([F:21])[CH2:17][CH2:16]1)=[O:12])=[CH:5][NH:6]2.O[CH2:24][CH:25]1[CH2:30][O:29][CH2:28][CH2:27][N:26]1[C:31]([O:33][C:34]([CH3:37])([CH3:36])[CH3:35])=[O:32]. Product: [Cl:1][C:2]1[CH:10]=[CH:9][CH:8]=[C:7]2[C:3]=1[C:4]([C:11](=[O:12])[NH:13][CH2:14][CH:15]1[CH2:20][CH2:19][C:18]([F:21])([F:22])[CH2:17][CH2:16]1)=[CH:5][N:6]2[CH2:24][CH:25]1[CH2:30][O:29][CH2:28][CH2:27][N:26]1[C:31]([O:33][C:34]([CH3:35])([CH3:37])[CH3:36])=[O:32]. The catalyst class is: 11. (7) Reactant: [NH:1]1[CH2:4][CH:3]([C:5]2[CH:14]=[CH:13][C:12]3[C:7](=[CH:8][CH:9]=[CH:10][CH:11]=3)[N:6]=2)[CH2:2]1.Cl[C:16]1[N:17]=[C:18]2[C:23]([N:24]3[CH2:29][CH2:28][O:27][CH2:26][CH2:25]3)=[N:22][CH:21]=[C:20]([C:30]3[CH:31]=[CH:32][C:33]([N:36]4[CH2:41][CH2:40][N:39]([C:42]([O:44][C:45]([CH3:48])([CH3:47])[CH3:46])=[O:43])[CH2:38][CH2:37]4)=[N:34][CH:35]=3)[N:19]2[CH:49]=1.CC(C)([O-])C.[Na+].C1(P(C2CCCCC2)C2C=CC=CC=2C2C(C(C)C)=CC(C(C)C)=CC=2C(C)C)CCCCC1. Product: [O:27]1[CH2:28][CH2:29][N:24]([C:23]2[C:18]3[N:19]([CH:49]=[C:16]([N:1]4[CH2:2][CH:3]([C:5]5[CH:14]=[CH:13][C:12]6[C:7](=[CH:8][CH:9]=[CH:10][CH:11]=6)[N:6]=5)[CH2:4]4)[N:17]=3)[C:20]([C:30]3[CH:31]=[CH:32][C:33]([N:36]4[CH2:41][CH2:40][N:39]([C:42]([O:44][C:45]([CH3:48])([CH3:46])[CH3:47])=[O:43])[CH2:38][CH2:37]4)=[N:34][CH:35]=3)=[CH:21][N:22]=2)[CH2:25][CH2:26]1. The catalyst class is: 110.